This data is from NCI-60 drug combinations with 297,098 pairs across 59 cell lines. The task is: Regression. Given two drug SMILES strings and cell line genomic features, predict the synergy score measuring deviation from expected non-interaction effect. (1) Cell line: CAKI-1. Synergy scores: CSS=-19.6, Synergy_ZIP=5.76, Synergy_Bliss=-0.591, Synergy_Loewe=-8.63, Synergy_HSA=-7.91. Drug 2: CN1C2=C(C=C(C=C2)N(CCCl)CCCl)N=C1CCCC(=O)O.Cl. Drug 1: CN1C(=O)N2C=NC(=C2N=N1)C(=O)N. (2) Drug 1: CC12CCC(CC1=CCC3C2CCC4(C3CC=C4C5=CN=CC=C5)C)O. Drug 2: C1=CC(=CC=C1C#N)C(C2=CC=C(C=C2)C#N)N3C=NC=N3. Cell line: PC-3. Synergy scores: CSS=1.04, Synergy_ZIP=-1.02, Synergy_Bliss=-3.70, Synergy_Loewe=-5.43, Synergy_HSA=-4.11.